This data is from Catalyst prediction with 721,799 reactions and 888 catalyst types from USPTO. The task is: Predict which catalyst facilitates the given reaction. Reactant: [C:1](N)(=O)[C:2]1[CH:7]=[CH:6]C=[N:4][CH:3]=1.[CH:10]1([Mg]Cl)[CH2:12]C1.[CH3:15][OH:16].ClC1[C:19](=[O:30])[C:20]([C:28]#[N:29])=[C:21]([C:26]#N)[C:22](=O)[C:23]=1[Cl:24]. The catalyst class is: 7. Product: [Cl:24][C:23]1[CH:22]=[C:21]([CH:26]2[CH2:10][CH2:12]2)[C:20]([C:19]([NH:4][CH2:3][CH:2]2[CH2:1][CH2:15][O:16][CH2:6][CH2:7]2)=[O:30])=[CH:28][N:29]=1.